This data is from Full USPTO retrosynthesis dataset with 1.9M reactions from patents (1976-2016). The task is: Predict the reactants needed to synthesize the given product. Given the product [O:23]([C:20]1[CH:21]=[CH:22][C:17]([C:12]2[CH:13]=[CH:14][CH:15]=[C:16]3[C:11]=2[C:10]2([C:41]4[C:32](=[CH:33][C:34]5[O:39][CH2:38][CH2:37][O:36][C:35]=5[CH:40]=4)[O:31][CH2:30]2)[C:9](=[O:42])[NH:8]3)=[CH:18][CH:19]=1)[C:24]1[CH:29]=[CH:28][CH:27]=[CH:26][CH:25]=1, predict the reactants needed to synthesize it. The reactants are: C1(C(C2C=CC=CC=2)[N:8]2[C:16]3[C:11](=[C:12]([C:17]4[CH:22]=[CH:21][C:20]([O:23][C:24]5[CH:29]=[CH:28][CH:27]=[CH:26][CH:25]=5)=[CH:19][CH:18]=4)[CH:13]=[CH:14][CH:15]=3)[C:10]3([C:41]4[C:32](=[CH:33][C:34]5[O:39][CH2:38][CH2:37][O:36][C:35]=5[CH:40]=4)[O:31][CH2:30]3)[C:9]2=[O:42])C=CC=CC=1.C1(C(C2C=CC=CC=2)N2C3C(=CC=CC=3)C3(C4C=C(C)C(OC)=CC=4OC3)C2=O)C=CC=CC=1.